This data is from Forward reaction prediction with 1.9M reactions from USPTO patents (1976-2016). The task is: Predict the product of the given reaction. (1) Given the reactants CO[C:3](=O)[CH2:4][CH2:5][CH2:6]C1C=CC(OCCBr)=CC=1.C(N[C:23]1[CH:28]=[CH:27][CH:26]=[CH:25][N:24]=1)CCC.[I-].[K+].C[O:32][C:33](=[O:57])[CH2:34][CH2:35][CH2:36][C:37]1[CH:42]=[CH:41][C:40]([O:43][CH2:44][CH2:45][N:46](C(CC)C)C2C=CC=CN=2)=[CH:39][CH:38]=1.[OH-].[Na+], predict the reaction product. The product is: [CH2:3]([C:23]1[C:28]([NH:46][CH2:45][CH2:44][O:43][C:40]2[CH:39]=[CH:38][C:37]([CH2:36][CH2:35][CH2:34][C:33]([OH:57])=[O:32])=[CH:42][CH:41]=2)=[CH:27][CH:26]=[CH:25][N:24]=1)[CH2:4][CH2:5][CH3:6]. (2) Given the reactants [OH:1][CH:2]1[CH2:7][CH2:6][NH:5][CH2:4][CH2:3]1.[CH2:8]=[C:9]1[O:13][C:11](=[O:12])[CH2:10]1, predict the reaction product. The product is: [OH:1][CH:2]1[CH2:7][CH2:6][N:5]([C:11](=[O:12])[CH2:10][C:9](=[O:13])[CH3:8])[CH2:4][CH2:3]1. (3) Given the reactants C([SiH](CC)CC)C.[CH3:8][O:9][C:10](=[O:41])[CH2:11][N:12]1[C:20]2[C:15](=[CH:16][CH:17]=[C:18]([S:21]([N:24]3[CH2:29][CH2:28][N:27]([C:30]4[CH:35]=[CH:34][C:33]([O:36][C:37]([F:40])([F:39])[F:38])=[CH:32][CH:31]=4)[CH2:26][CH2:25]3)(=[O:23])=[O:22])[CH:19]=2)[CH:14]=[CH:13]1.FC(F)(F)C(O)=O, predict the reaction product. The product is: [CH3:8][O:9][C:10](=[O:41])[CH2:11][N:12]1[C:20]2[C:15](=[CH:16][CH:17]=[C:18]([S:21]([N:24]3[CH2:29][CH2:28][N:27]([C:30]4[CH:35]=[CH:34][C:33]([O:36][C:37]([F:39])([F:40])[F:38])=[CH:32][CH:31]=4)[CH2:26][CH2:25]3)(=[O:23])=[O:22])[CH:19]=2)[CH2:14][CH2:13]1. (4) Given the reactants Br[CH2:2][C:3]1[CH:12]=[CH:11][C:10]([F:13])=[CH:9][C:4]=1[C:5]([O:7]C)=O.C([O-])([O-])=O.[K+].[K+].[C:20]([O:24][C:25]([N:27]1[CH2:32][CH2:31][CH2:30][C@@H:29]([NH2:33])[CH2:28]1)=[O:26])([CH3:23])([CH3:22])[CH3:21], predict the reaction product. The product is: [F:13][C:10]1[CH:9]=[C:4]2[C:3]([CH2:2][N:33]([C@@H:29]3[CH2:30][CH2:31][CH2:32][N:27]([C:25]([O:24][C:20]([CH3:23])([CH3:22])[CH3:21])=[O:26])[CH2:28]3)[C:5]2=[O:7])=[CH:12][CH:11]=1. (5) Given the reactants C([Mg]Cl)(C)C.[Li+].[Cl-].[S:8]1[CH:12]=[CH:11][N:10]=[CH:9]1.[CH:13]([CH:15]1[CH2:20][CH2:19][CH:18]([C:21]([O:23][CH2:24][CH3:25])=[O:22])[CH:17]([CH3:26])[CH2:16]1)=[O:14].CC(OI1(OC(C)=O)(OC(C)=O)OC(=O)C2C=CC=CC1=2)=O, predict the reaction product. The product is: [CH3:26][CH:17]1[CH2:16][CH:15]([C:13]([C:9]2[S:8][CH:12]=[CH:11][N:10]=2)=[O:14])[CH2:20][CH2:19][CH:18]1[C:21]([O:23][CH2:24][CH3:25])=[O:22].